From a dataset of NCI-60 drug combinations with 297,098 pairs across 59 cell lines. Regression. Given two drug SMILES strings and cell line genomic features, predict the synergy score measuring deviation from expected non-interaction effect. (1) Drug 2: C1=NC(=NC(=O)N1C2C(C(C(O2)CO)O)O)N. Synergy scores: CSS=16.7, Synergy_ZIP=-2.65, Synergy_Bliss=1.55, Synergy_Loewe=2.50, Synergy_HSA=4.49. Cell line: BT-549. Drug 1: C1=CC(=CC=C1CCC2=CNC3=C2C(=O)NC(=N3)N)C(=O)NC(CCC(=O)O)C(=O)O. (2) Drug 1: C1CCN(CC1)CCOC2=CC=C(C=C2)C(=O)C3=C(SC4=C3C=CC(=C4)O)C5=CC=C(C=C5)O. Drug 2: C1=NC(=NC(=O)N1C2C(C(C(O2)CO)O)O)N. Cell line: A498. Synergy scores: CSS=-1.71, Synergy_ZIP=-2.06, Synergy_Bliss=-5.54, Synergy_Loewe=-5.63, Synergy_HSA=-5.69. (3) Drug 1: CNC(=O)C1=CC=CC=C1SC2=CC3=C(C=C2)C(=NN3)C=CC4=CC=CC=N4. Drug 2: C1CC(C1)(C(=O)O)C(=O)O.[NH2-].[NH2-].[Pt+2]. Cell line: MDA-MB-435. Synergy scores: CSS=13.0, Synergy_ZIP=4.84, Synergy_Bliss=11.3, Synergy_Loewe=6.13, Synergy_HSA=9.11. (4) Drug 1: CC1=CC=C(C=C1)C2=CC(=NN2C3=CC=C(C=C3)S(=O)(=O)N)C(F)(F)F. Drug 2: C1=CN(C(=O)N=C1N)C2C(C(C(O2)CO)O)O.Cl. Cell line: CAKI-1. Synergy scores: CSS=31.5, Synergy_ZIP=3.33, Synergy_Bliss=4.19, Synergy_Loewe=-21.0, Synergy_HSA=2.92.